From a dataset of Peptide-MHC class II binding affinity with 134,281 pairs from IEDB. Regression. Given a peptide amino acid sequence and an MHC pseudo amino acid sequence, predict their binding affinity value. This is MHC class II binding data. (1) The peptide sequence is GLRSLTTLLRALGAQ. The MHC is DRB1_0101 with pseudo-sequence DRB1_0101. The binding affinity (normalized) is 0.589. (2) The peptide sequence is HHKLKNCECNEEFFL. The MHC is DRB1_0101 with pseudo-sequence DRB1_0101. The binding affinity (normalized) is 0.253. (3) The peptide sequence is KTVSEGAVDIINKWQ. The MHC is HLA-DQA10401-DQB10402 with pseudo-sequence HLA-DQA10401-DQB10402. The binding affinity (normalized) is 0.374. (4) The peptide sequence is LSSNDLAKYKANWIE. The MHC is HLA-DPA10103-DPB10201 with pseudo-sequence HLA-DPA10103-DPB10201. The binding affinity (normalized) is 0.159. (5) The peptide sequence is ILDNAAKYVEHDP. The MHC is HLA-DQA10501-DQB10201 with pseudo-sequence HLA-DQA10501-DQB10201. The binding affinity (normalized) is 0.177. (6) The peptide sequence is VLEWRFDSRLAFHHV. The MHC is DRB1_0701 with pseudo-sequence DRB1_0701. The binding affinity (normalized) is 0.476.